This data is from NCI-60 drug combinations with 297,098 pairs across 59 cell lines. The task is: Regression. Given two drug SMILES strings and cell line genomic features, predict the synergy score measuring deviation from expected non-interaction effect. (1) Drug 1: C1=NC2=C(N1)C(=S)N=CN2. Drug 2: CCC1(C2=C(COC1=O)C(=O)N3CC4=CC5=C(C=CC(=C5CN(C)C)O)N=C4C3=C2)O.Cl. Cell line: SW-620. Synergy scores: CSS=37.3, Synergy_ZIP=-1.49, Synergy_Bliss=-0.0400, Synergy_Loewe=-8.74, Synergy_HSA=2.49. (2) Drug 1: CN(CC1=CN=C2C(=N1)C(=NC(=N2)N)N)C3=CC=C(C=C3)C(=O)NC(CCC(=O)O)C(=O)O. Drug 2: C1CNP(=O)(OC1)N(CCCl)CCCl. Cell line: SW-620. Synergy scores: CSS=45.9, Synergy_ZIP=9.39, Synergy_Bliss=4.96, Synergy_Loewe=-32.3, Synergy_HSA=4.98. (3) Drug 2: COC1=NC(=NC2=C1N=CN2C3C(C(C(O3)CO)O)O)N. Cell line: A549. Synergy scores: CSS=-1.71, Synergy_ZIP=-1.68, Synergy_Bliss=-4.52, Synergy_Loewe=-15.8, Synergy_HSA=-6.85. Drug 1: CNC(=O)C1=CC=CC=C1SC2=CC3=C(C=C2)C(=NN3)C=CC4=CC=CC=N4.